Task: Predict the reaction yield, written as a fraction of the theoretical maximum amount of product (1.0 means a 100% yield; for example, 0.34 means a 34% yield).. Dataset: Reaction yield outcomes from USPTO patents with 853,638 reactions (1) The reactants are [F:1][C:2]([F:14])([F:13])[C:3]1[S:4][CH:5]=[C:6]([C:8]([O:10]CC)=[O:9])[N:7]=1.[OH-].[Li+]. The catalyst is C1COCC1.CO. The product is [F:14][C:2]([F:1])([F:13])[C:3]1[S:4][CH:5]=[C:6]([C:8]([OH:10])=[O:9])[N:7]=1. The yield is 0.930. (2) The reactants are [CH:1]1([CH2:6][OH:7])[CH2:5][CH2:4][CH2:3][CH2:2]1.C(N([CH2:13][CH3:14])CC)C.[C:15]1(C)[C:16]([S:21](Cl)(=[O:23])=[O:22])=[CH:17][CH:18]=C[CH:20]=1.CO. The catalyst is C(Cl)Cl.CN(C1C=CN=CC=1)C. The product is [CH:1]1([CH2:6][O:7][S:21]([C:16]2[CH:17]=[CH:18][C:13]([CH3:14])=[CH:20][CH:15]=2)(=[O:23])=[O:22])[CH2:5][CH2:4][CH2:3][CH2:2]1. The yield is 0.770. (3) No catalyst specified. The yield is 0.0384. The reactants are [CH:1]1([N:4]2[CH2:9][CH2:8][N:7]([C:10]3[CH:20]=[CH:19][C:13]([C:14]([O:16]CC)=O)=[CH:12][CH:11]=3)[CH2:6][CH2:5]2)[CH2:3][CH2:2]1.Cl.[CH3:22][O:23][C:24]1[CH:25]=[C:26]([CH2:32][O:33][C:34]2[CH:35]=[C:36]([NH2:39])[NH:37][N:38]=2)[CH:27]=[C:28]([O:30][CH3:31])[CH:29]=1.C[Al](C)C.C1(C)C=CC=CC=1. The product is [CH:1]1([N:4]2[CH2:5][CH2:6][N:7]([C:10]3[CH:11]=[CH:12][C:13]([C:14]([NH:39][C:36]4[NH:37][N:38]=[C:34]([O:33][CH2:32][C:26]5[CH:27]=[C:28]([O:30][CH3:31])[CH:29]=[C:24]([O:23][CH3:22])[CH:25]=5)[CH:35]=4)=[O:16])=[CH:19][CH:20]=3)[CH2:8][CH2:9]2)[CH2:2][CH2:3]1. (4) The reactants are Br[C:2]1[CH:9]=[CH:8][CH:7]=[CH:6][C:3]=1[CH:4]=[O:5].[CH3:10][O:11][C:12]1[CH:17]=[CH:16][C:15]([C:18]#[CH:19])=[CH:14][CH:13]=1. The catalyst is C(N(CC)CC)C.[Cu]I. The product is [CH3:10][O:11][C:12]1[CH:17]=[CH:16][C:15]([C:18]#[C:19][C:2]2[CH:9]=[CH:8][CH:7]=[CH:6][C:3]=2[CH:4]=[O:5])=[CH:14][CH:13]=1. The yield is 0.890. (5) The product is [C:13]([O:15][CH2:10][C:9]1[CH:8]=[CH:7][CH:6]=[C:3]([C:4]#[N:5])[C:2]=1[Br:1])(=[O:14])[CH3:12]. The reactants are [Br:1][C:2]1[C:9]([CH2:10]Br)=[CH:8][CH:7]=[CH:6][C:3]=1[C:4]#[N:5].[CH3:12][C:13]([O-:15])=[O:14].[K+]. The catalyst is CN(C=O)C. The yield is 0.874. (6) The reactants are [F:1][C:2]1[CH:3]=[C:4]([CH3:11])[CH:5]=[CH:6][C:7]=1[N+:8]([O-:10])=[O:9].[Mn]([O-])(=O)(=O)=[O:13].[K+].[OH2:18]. No catalyst specified. The product is [F:1][C:2]1[CH:3]=[C:4]([CH:5]=[CH:6][C:7]=1[N+:8]([O-:10])=[O:9])[C:11]([OH:13])=[O:18]. The yield is 0.580. (7) The reactants are [Br:1][C:2]1[CH:3]=[C:4]([F:14])[CH:5]=[C:6]2[C:11]=1[N:10]=[C:9]([CH2:12][OH:13])[CH:8]=[CH:7]2.CS(C)=O.C(N(CC)CC)C.S(=O)(=O)=O.N1C=CC=CC=1. The catalyst is C(Cl)Cl.O. The product is [Br:1][C:2]1[CH:3]=[C:4]([F:14])[CH:5]=[C:6]2[C:11]=1[N:10]=[C:9]([CH:12]=[O:13])[CH:8]=[CH:7]2. The yield is 0.680.